Dataset: Catalyst prediction with 721,799 reactions and 888 catalyst types from USPTO. Task: Predict which catalyst facilitates the given reaction. (1) The catalyst class is: 52. Reactant: [C:1]([O:4][C@H:5]([C@H:8]([C@@H:13]([C@@H:18]([CH2:23][O:24][C:25](=[O:27])[CH3:26])[O:19][C:20](=[O:22])[CH3:21])[O:14][C:15](=[O:17])[CH3:16])[O:9][C:10](=[O:12])[CH3:11])[CH:6]=[O:7])(=[O:3])[CH3:2].C(Cl)Cl.[BrH:31]. Product: [C:1]([O:4][C@H:5]([C@H:8]([C@@H:13]([C@@H:18]([CH2:23][O:24][C:25](=[O:27])[CH3:26])[O:19][C:20](=[O:22])[CH3:21])[O:14][C:15](=[O:17])[CH3:16])[O:9][C:10](=[O:12])[CH3:11])[CH:6]=[O:7])(=[O:3])[CH3:2].[Br-:31]. (2) Reactant: [O:1]1[CH2:3][CH:2]1[CH2:4][N:5]1[C:11]2[CH:12]=[CH:13][CH:14]=[CH:15][C:10]=2[CH2:9][CH2:8][C:7]2[CH:16]=[CH:17][CH:18]=[CH:19][C:6]1=2.C(O)C.[N-:23]=[N+:24]=[N-:25].[Na+].[Cl-].[NH4+]. Product: [N:23]([CH2:3][CH:2]([OH:1])[CH2:4][N:5]1[C:11]2[CH:12]=[CH:13][CH:14]=[CH:15][C:10]=2[CH2:9][CH2:8][C:7]2[CH:16]=[CH:17][CH:18]=[CH:19][C:6]1=2)=[N+:24]=[N-:25]. The catalyst class is: 6. (3) The catalyst class is: 14. Product: [F:4][C:5]([F:25])([F:24])[C:6]1[CH:7]=[CH:8][C:9]([O:12][C:13]2[CH:23]=[CH:22][C:16]([O:17][CH:18]([CH3:21])/[CH:19]=[N:2]/[OH:3])=[CH:15][CH:14]=2)=[N:10][CH:11]=1. Reactant: Cl.[NH2:2][OH:3].[F:4][C:5]([F:25])([F:24])[C:6]1[CH:7]=[CH:8][C:9]([O:12][C:13]2[CH:23]=[CH:22][C:16]([O:17][CH:18]([CH3:21])[CH:19]=O)=[CH:15][CH:14]=2)=[N:10][CH:11]=1.C(=O)([O-])[O-].[Na+].[Na+]. (4) The catalyst class is: 474. Reactant: [F:1][C@H:2]1[C@@H:7]([O:8]S(C)(=O)=O)[CH2:6][CH2:5][N:4]([C:13]([O:15][CH2:16][C:17]2[CH:26]=[CH:25][C:24]3[C:19](=[CH:20][CH:21]=[CH:22][CH:23]=3)[CH:18]=2)=[O:14])[CH2:3]1.[F:27][C:28]1[CH:29]=[C:30]2[C:35](=[C:36](O)[CH:37]=1)[N:34]=[C:33]([C:39]1[N:43]3[CH:44]=[CH:45][C:46]([O:48][CH2:49][CH2:50][O:51][CH3:52])=[CH:47][C:42]3=[N:41][CH:40]=1)[CH:32]=[CH:31]2.C([O-])([O-])=O.[Cs+].[Cs+].O. Product: [F:1][C@H:2]1[C@H:7]([O:8][C:36]2[CH:37]=[C:28]([F:27])[CH:29]=[C:30]3[C:35]=2[N:34]=[C:33]([C:39]2[N:43]4[CH:44]=[CH:45][C:46]([O:48][CH2:49][CH2:50][O:51][CH3:52])=[CH:47][C:42]4=[N:41][CH:40]=2)[CH:32]=[CH:31]3)[CH2:6][CH2:5][N:4]([C:13]([O:15][CH2:16][C:17]2[CH:26]=[CH:25][C:24]3[C:19](=[CH:20][CH:21]=[CH:22][CH:23]=3)[CH:18]=2)=[O:14])[CH2:3]1. (5) The catalyst class is: 9. Reactant: [Br:1][C:2]1[C:3](=[O:19])[NH:4][N:5]=[CH:6][C:7]=1[NH:8][C@@H:9]1[CH2:14][C@@H:13]2[CH2:15][C@@H:11]([C:12]2([CH3:17])[CH3:16])[C@H:10]1[CH3:18].Br[CH2:21][CH2:22][CH2:23][C:24]([O:26][CH2:27][CH3:28])=[O:25].C(=O)([O-])[O-].[K+].[K+].[Cl-].[NH4+]. Product: [Br:1][C:2]1[C:3](=[O:19])[N:4]([CH2:21][CH2:22][CH2:23][C:24]([O:26][CH2:27][CH3:28])=[O:25])[N:5]=[CH:6][C:7]=1[NH:8][C@@H:9]1[CH2:14][C@@H:13]2[CH2:15][C@@H:11]([C:12]2([CH3:16])[CH3:17])[C@H:10]1[CH3:18]. (6) Reactant: F[C:2]1[CH:7]=[C:6]([O:8][CH:9]2[CH2:12][N:11]([C:13]3[CH:18]=[CH:17][C:16]([C@@H:19]([NH:21][C:22](=[O:24])[CH3:23])[CH3:20])=[CH:15][CH:14]=3)[CH2:10]2)[CH:5]=[CH:4][N:3]=1.[CH:25]1([CH2:28][OH:29])[CH2:27][CH2:26]1.[H-].[Na+]. Product: [CH:25]1([CH2:28][O:29][C:2]2[CH:7]=[C:6]([O:8][CH:9]3[CH2:12][N:11]([C:13]4[CH:18]=[CH:17][C:16]([C@@H:19]([NH:21][C:22](=[O:24])[CH3:23])[CH3:20])=[CH:15][CH:14]=4)[CH2:10]3)[CH:5]=[CH:4][N:3]=2)[CH2:27][CH2:26]1. The catalyst class is: 12. (7) Reactant: C(OC(=O)[NH:7][CH2:8][C@@H:9]1[CH2:11][C@H:10]1[C:12]1[CH:17]=[CH:16][CH:15]=[CH:14][C:13]=1[NH:18][C:19](=[O:26])[C:20]1[CH:25]=[CH:24][CH:23]=[CH:22][CH:21]=1)(C)(C)C.C(O)(C(F)(F)F)=O.[ClH:35].CCOCC. Product: [ClH:35].[NH2:7][CH2:8][C@@H:9]1[CH2:11][C@H:10]1[C:12]1[CH:17]=[CH:16][CH:15]=[CH:14][C:13]=1[NH:18][C:19](=[O:26])[C:20]1[CH:21]=[CH:22][CH:23]=[CH:24][CH:25]=1. The catalyst class is: 2. (8) Reactant: [Cl:1][C:2]1[CH:3]=[C:4]([C:9]2[C:14]([C:15]([NH:17][CH2:18][CH2:19][CH2:20][C:21]3[CH:26]=[CH:25][CH:24]=[CH:23][CH:22]=3)=[O:16])=[C:13]([CH3:27])[N:12]=[C:11](SC)[N:10]=2)[CH:5]=[CH:6][C:7]=1[Cl:8].Cl[C:31]1C=CC=C(C(OO)=O)C=1.[S:41](=[O:44])(O)[O-:42].[Na+]. Product: [Cl:1][C:2]1[CH:3]=[C:4]([C:9]2[C:14]([C:15]([NH:17][CH2:18][CH2:19][CH2:20][C:21]3[CH:26]=[CH:25][CH:24]=[CH:23][CH:22]=3)=[O:16])=[C:13]([CH3:27])[N:12]=[C:11]([S:41]([CH3:31])(=[O:44])=[O:42])[N:10]=2)[CH:5]=[CH:6][C:7]=1[Cl:8]. The catalyst class is: 4. (9) Reactant: [NH:1]1[C:9]2[C:4](=[CH:5][C:6]([OH:10])=[CH:7][CH:8]=2)[CH:3]=[N:2]1.[Cl:11]N1C(=O)CCC1=O.O. Product: [Cl:11][C:5]1[C:6]([OH:10])=[CH:7][CH:8]=[C:9]2[C:4]=1[CH:3]=[N:2][NH:1]2. The catalyst class is: 7. (10) Reactant: Br[C:2]1[CH:7]=[CH:6][C:5]([F:8])=[CH:4][N:3]=1.[NH:9]1[CH2:19][CH2:18][CH:12]([C:13]([O:15][CH2:16][CH3:17])=[O:14])[CH2:11][CH2:10]1.CCN(C(C)C)C(C)C.O. Product: [CH2:16]([O:15][C:13]([CH:12]1[CH2:18][CH2:19][N:9]([C:2]2[CH:7]=[CH:6][C:5]([F:8])=[CH:4][N:3]=2)[CH2:10][CH2:11]1)=[O:14])[CH3:17]. The catalyst class is: 37.